This data is from CYP3A4 inhibition data for predicting drug metabolism from PubChem BioAssay. The task is: Regression/Classification. Given a drug SMILES string, predict its absorption, distribution, metabolism, or excretion properties. Task type varies by dataset: regression for continuous measurements (e.g., permeability, clearance, half-life) or binary classification for categorical outcomes (e.g., BBB penetration, CYP inhibition). Dataset: cyp3a4_veith. (1) The result is 0 (non-inhibitor). The drug is Cc1cc2nc(SCCOC(=O)Nc3ccc(Cl)cc3)nc(C)c2cc1C. (2) The compound is Cc1ncsc1C(=O)N1N=C2/C(=C/c3ccccc3)CCCC2C1c1ccccc1. The result is 1 (inhibitor). (3) The molecule is O=C(O)C1(C(=O)O)CCN(S(=O)(=O)c2ccccc2)CC1. The result is 0 (non-inhibitor). (4) The drug is COCCNC(=O)c1onc(CSc2cccc(Cl)c2)c1C(=O)O. The result is 0 (non-inhibitor). (5) The result is 0 (non-inhibitor). The compound is COC(=O)C1(CC(C)C)C=C2C(=C(C)C(=O)C2C)CN1.